Dataset: Catalyst prediction with 721,799 reactions and 888 catalyst types from USPTO. Task: Predict which catalyst facilitates the given reaction. (1) Reactant: [N:1]1([S:11]([C:14]2[CH:15]=[C:16]([N:20]3[C:29](=[O:30])[C:28]4[C:23](=[CH:24][CH:25]=[CH:26][C:27]=4[CH2:31][CH2:32][C:33]([O:35]CC)=[O:34])[NH:22][C:21]3=[O:38])[CH:17]=[CH:18][CH:19]=2)(=[O:13])=[O:12])[C:10]2[C:5](=[CH:6][CH:7]=[CH:8][CH:9]=2)[CH2:4][CH2:3][CH2:2]1.[OH-].[Na+].Cl. Product: [N:1]1([S:11]([C:14]2[CH:15]=[C:16]([N:20]3[C:29](=[O:30])[C:28]4[C:23](=[CH:24][CH:25]=[CH:26][C:27]=4[CH2:31][CH2:32][C:33]([OH:35])=[O:34])[NH:22][C:21]3=[O:38])[CH:17]=[CH:18][CH:19]=2)(=[O:13])=[O:12])[C:10]2[C:5](=[CH:6][CH:7]=[CH:8][CH:9]=2)[CH2:4][CH2:3][CH2:2]1. The catalyst class is: 5. (2) Reactant: [CH3:1][O:2][C:3]1[CH:18]=[CH:17][C:6]([O:7][CH2:8][CH2:9][CH2:10][N:11]2[CH2:16][CH2:15][CH2:14][CH2:13][CH2:12]2)=[CH:5][C:4]=1[N+:19]([O-])=O. Product: [CH3:1][O:2][C:3]1[CH:18]=[CH:17][C:6]([O:7][CH2:8][CH2:9][CH2:10][N:11]2[CH2:16][CH2:15][CH2:14][CH2:13][CH2:12]2)=[CH:5][C:4]=1[NH2:19]. The catalyst class is: 43.